Dataset: CYP2D6 inhibition data for predicting drug metabolism from PubChem BioAssay. Task: Regression/Classification. Given a drug SMILES string, predict its absorption, distribution, metabolism, or excretion properties. Task type varies by dataset: regression for continuous measurements (e.g., permeability, clearance, half-life) or binary classification for categorical outcomes (e.g., BBB penetration, CYP inhibition). Dataset: cyp2d6_veith. (1) The drug is CN(C)c1ccc(NC(=O)CN2C(=O)CN=C(c3ccccc3)c3ccccc32)cc1. The result is 0 (non-inhibitor). (2) The compound is N#C/C(=C\c1ccc(O)c(O)c1)C(=O)NCc1ccccc1. The result is 0 (non-inhibitor).